Dataset: Full USPTO retrosynthesis dataset with 1.9M reactions from patents (1976-2016). Task: Predict the reactants needed to synthesize the given product. (1) Given the product [F:11][C:9]1[C:8]([F:12])=[CH:7][C:6]([C:13]([NH:25][C:22]2[CH:23]=[CH:24][C:19]([C:18]([O:17][CH3:16])=[O:27])=[C:20]([F:26])[CH:21]=2)=[O:14])=[C:5]([OH:4])[CH:10]=1, predict the reactants needed to synthesize it. The reactants are: C([O:4][C:5]1[CH:10]=[C:9]([F:11])[C:8]([F:12])=[CH:7][C:6]=1[C:13](Cl)=[O:14])(=O)C.[CH3:16][O:17][C:18](=[O:27])[C:19]1[CH:24]=[CH:23][C:22]([NH2:25])=[CH:21][C:20]=1[F:26]. (2) Given the product [CH2:1]([NH:5][C:6](=[O:25])[C:7]([CH3:8])([C:9]1[CH:10]=[CH:11][C:12]([C:34]2[N:33]([CH3:32])[CH:37]=[CH:36][CH:35]=2)=[CH:13][CH:14]=1)[CH3:24])[CH:2]([CH3:3])[CH3:4], predict the reactants needed to synthesize it. The reactants are: [CH2:1]([NH:5][C:6](=[O:25])[C:7]([CH3:24])([C:9]1[CH:14]=[CH:13][C:12](B2OC(C)(C)C(C)(C)O2)=[CH:11][CH:10]=1)[CH3:8])[CH:2]([CH3:4])[CH3:3].C([O-])([O-])=O.[K+].[K+].[CH3:32][N:33]1[CH:37]=[CH:36][CH:35]=[C:34]1Br. (3) Given the product [CH3:1][O:2][C:3](=[O:12])[C:4]1[CH:9]=[CH:8][CH:7]=[CH:6][C:5]=1[CH2:10][N:13]1[CH2:18][CH2:17][O:16][CH2:15][CH2:14]1, predict the reactants needed to synthesize it. The reactants are: [CH3:1][O:2][C:3](=[O:12])[C:4]1[CH:9]=[CH:8][CH:7]=[CH:6][C:5]=1[CH2:10]Br.[NH:13]1[CH2:18][CH2:17][O:16][CH2:15][CH2:14]1.Cl. (4) Given the product [CH3:10][N:11]([CH3:30])[C:12]([CH:14]1[CH2:15][CH2:16][N:17]([S:20]([C:23]2[CH:24]=[CH:25][C:26]([NH:29][C:31](=[O:34])[CH:32]=[CH2:33])=[CH:27][CH:28]=2)(=[O:22])=[O:21])[CH2:18][CH2:19]1)=[O:13], predict the reactants needed to synthesize it. The reactants are: C(N(C(C)C)CC)(C)C.[CH3:10][N:11]([CH3:30])[C:12]([CH:14]1[CH2:19][CH2:18][N:17]([S:20]([C:23]2[CH:28]=[CH:27][C:26]([NH2:29])=[CH:25][CH:24]=2)(=[O:22])=[O:21])[CH2:16][CH2:15]1)=[O:13].[C:31](Cl)(=[O:34])[CH:32]=[CH2:33]. (5) Given the product [CH3:3][C:4]1[N:13]([CH2:14][CH2:15][CH3:16])[C:12](=[O:17])[C:11]2[C:6](=[CH:7][CH:8]=[C:9]([C:18]([C:20]3[N:24]4[CH:25]=[CH:26][CH:27]=[CH:28][C:23]4=[C:22]([C:29]4[CH:30]=[C:31]([CH:36]=[CH:37][CH:38]=4)[C:32]([OH:34])=[O:33])[N:21]=3)=[O:19])[CH:10]=2)[N:5]=1, predict the reactants needed to synthesize it. The reactants are: [OH-].[Na+].[CH3:3][C:4]1[N:13]([CH2:14][CH2:15][CH3:16])[C:12](=[O:17])[C:11]2[C:6](=[CH:7][CH:8]=[C:9]([C:18]([C:20]3[N:24]4[CH:25]=[CH:26][CH:27]=[CH:28][C:23]4=[C:22]([C:29]4[CH:30]=[C:31]([CH:36]=[CH:37][CH:38]=4)[C:32]([O:34]C)=[O:33])[N:21]=3)=[O:19])[CH:10]=2)[N:5]=1. (6) The reactants are: [CH3:1][O:2][C:3]1[CH:13]=[CH:12][C:6]([CH2:7][O:8]C(=O)C)=[C:5]([N+:14]([O-:16])=[O:15])[CH:4]=1. Given the product [CH3:1][O:2][C:3]1[CH:13]=[CH:12][C:6]([CH2:7][OH:8])=[C:5]([N+:14]([O-:16])=[O:15])[CH:4]=1, predict the reactants needed to synthesize it. (7) Given the product [F:1][C:2]1[CH:7]=[CH:6][C:5]([N:14]2[CH:18]([C:19]3[CH:20]=[CH:21][C:22]([O:46][Si:47]([CH3:50])([CH3:49])[CH3:48])=[CH:23][CH:24]=3)[CH:11]([CH2:10][CH2:9][CH:8]([C:5]3[CH:6]=[CH:7][C:2]([F:1])=[CH:3][CH:4]=3)[O:46][Si:47]([CH3:50])([CH3:49])[CH3:48])[C:12]2=[O:13])=[CH:4][CH:3]=1, predict the reactants needed to synthesize it. The reactants are: [F:1][C:2]1[CH:7]=[CH:6][C:5]([CH:8]([O:46][Si:47]([CH3:50])([CH3:49])[CH3:48])[CH2:9][CH2:10][CH:11](C(NC2C=CC(F)=CC=2)C2C=CC(O[Si](C)(C)C)=CC=2)[C:12]([N:14]2[CH:18]([C:19]3[CH:24]=[CH:23][CH:22]=[CH:21][CH:20]=3)COC2=O)=[O:13])=[CH:4][CH:3]=1.